From a dataset of Reaction yield outcomes from USPTO patents with 853,638 reactions. Predict the reaction yield, written as a fraction of the theoretical maximum amount of product (1.0 means a 100% yield; for example, 0.34 means a 34% yield). (1) The reactants are [F:1][C:2]1[CH:7]=[CH:6][C:5]([C:8]2[C:12]([CH2:13][NH2:14])=[C:11]([CH3:15])[O:10][N:9]=2)=[CH:4][CH:3]=1.Cl[C:17]1[CH:26]=[CH:25][C:20]([C:21]([O:23][CH3:24])=[O:22])=[CH:19][N:18]=1.C(N(CC)C(C)C)(C)C. The catalyst is CS(C)=O. The product is [CH3:24][O:23][C:21](=[O:22])[C:20]1[CH:25]=[CH:26][C:17]([NH:14][CH2:13][C:12]2[C:8]([C:5]3[CH:4]=[CH:3][C:2]([F:1])=[CH:7][CH:6]=3)=[N:9][O:10][C:11]=2[CH3:15])=[N:18][CH:19]=1. The yield is 0.330. (2) The yield is 0.243. The catalyst is C1COCC1.CO. The product is [CH3:1][O:2][C:3]1[CH:28]=[CH:27][CH:26]=[CH:25][C:4]=1[CH2:5][CH2:6][O:7][C:8]1[N:12]([C:13]2[CH:14]=[C:15]([CH:18]=[CH:19][CH:20]=2)[CH2:16][NH:17][CH2:39][CH2:38][N:30]([CH3:29])[C:31](=[O:37])[O:32][C:33]([CH3:35])([CH3:34])[CH3:36])[N:11]=[C:10]([C:21]([F:23])([F:24])[F:22])[CH:9]=1. The reactants are [CH3:1][O:2][C:3]1[CH:28]=[CH:27][CH:26]=[CH:25][C:4]=1[CH2:5][CH2:6][O:7][C:8]1[N:12]([C:13]2[CH:14]=[C:15]([CH:18]=[CH:19][CH:20]=2)[C:16]#[N:17])[N:11]=[C:10]([C:21]([F:24])([F:23])[F:22])[CH:9]=1.[CH3:29][N:30]([CH2:38][CH:39]=O)[C:31](=[O:37])[O:32][C:33]([CH3:36])([CH3:35])[CH3:34].C(O)(=O)C.C([BH3-])#N.[Na+]. (3) The product is [C:1]([O:5][C:6]([N:8]1[CH2:9][CH2:10][CH:11]([N:14]([CH3:27])[C:15]2[CH:20]=[C:19]([Cl:21])[N:18]=[C:17]([C:22]([OH:24])=[O:23])[C:16]=2[Cl:26])[CH2:12][CH2:13]1)=[O:7])([CH3:4])([CH3:3])[CH3:2]. The yield is 0.840. The reactants are [C:1]([O:5][C:6]([N:8]1[CH2:13][CH2:12][CH:11]([N:14]([CH3:27])[C:15]2[CH:20]=[C:19]([Cl:21])[N:18]=[C:17]([C:22]([O:24]C)=[O:23])[C:16]=2[Cl:26])[CH2:10][CH2:9]1)=[O:7])([CH3:4])([CH3:3])[CH3:2].[OH-].[Na+]. The catalyst is C1COCC1. (4) The reactants are [CH3:1][O:2][C:3](=[O:14])[C:4]1[C:5](=[CH:7][CH:8]=[C:9]([C:11](=[O:13])[CH3:12])[CH:10]=1)[OH:6].[CH2:15](Br)[C:16]1[CH:21]=[CH:20][CH:19]=[CH:18][CH:17]=1.C(=O)([O-])[O-].[K+].[K+]. The catalyst is C(C(C)=O)C. The product is [CH3:1][O:2][C:3](=[O:14])[C:4]1[CH:10]=[C:9]([C:11](=[O:13])[CH3:12])[CH:8]=[CH:7][C:5]=1[O:6][CH2:15][C:16]1[CH:21]=[CH:20][CH:19]=[CH:18][CH:17]=1. The yield is 0.714.